This data is from Forward reaction prediction with 1.9M reactions from USPTO patents (1976-2016). The task is: Predict the product of the given reaction. The product is: [CH3:24][NH:26][C:2]1[N:3]=[C:4]([NH:21][C:20]2[CH:22]=[CH:23][C:17]([N:14]3[CH2:13][CH2:12][N:11]([CH3:10])[CH2:16][CH2:15]3)=[CH:18][CH:19]=2)[N:5]=[CH:6][N:7]=1. Given the reactants Cl[C:2]1[N:7]=[CH:6][N:5]=[C:4](CN)[N:3]=1.[CH3:10][N:11]1[CH2:16][CH2:15][N:14]([C:17]2[CH:23]=[CH:22][C:20]([NH2:21])=[CH:19][CH:18]=2)[CH2:13][CH2:12]1.[CH2:24]([N:26](C(C)C)C(C)C)C, predict the reaction product.